Dataset: Retrosynthesis with 50K atom-mapped reactions and 10 reaction types from USPTO. Task: Predict the reactants needed to synthesize the given product. (1) Given the product CCOC(=O)c1c(Cl)ccc(Cl)c1CC#N, predict the reactants needed to synthesize it. The reactants are: CCOC(=O)c1c(Cl)ccc(Cl)c1CBr.[C-]#N. (2) Given the product Nc1cccc(C2(O)CCOCC2)c1, predict the reactants needed to synthesize it. The reactants are: CC(C)(C)OC(=O)Nc1cccc(C2(O)CCOCC2)c1. (3) The reactants are: Cc1nc2c(nc1N(C)C(C)C)OCCN(C(=O)OC(C)(C)C)C2. Given the product Cc1nc2c(nc1N(C)C(C)C)OCCNC2, predict the reactants needed to synthesize it. (4) Given the product CCCCCNc1nc(N)nc(C)c1Cc1ccc(CC(=O)OCCCCN(C)C)cc1, predict the reactants needed to synthesize it. The reactants are: CCCCCNc1nc(N)nc(C)c1Cc1ccc(CC(=O)O)cc1.CN(C)CCCCO. (5) Given the product O=C(O)CC1Cc2cccc3cccc1c23, predict the reactants needed to synthesize it. The reactants are: CCOC(=O)CC1Cc2cccc3cccc1c23. (6) Given the product O=[N+]([O-])c1ccc2[nH]c(Cc3ccccc3)nc2c1, predict the reactants needed to synthesize it. The reactants are: Nc1ccc([N+](=O)[O-])cc1N.O=C(O)Cc1ccccc1. (7) Given the product COc1ccc2nccc(-n3cc4c(n3)CCC(N(CC(=O)OC(C)(C)C)Cc3ccc5c(c3)NC(=O)CS5)C4)c2n1, predict the reactants needed to synthesize it. The reactants are: CC(C)(C)OC(=O)CBr.COc1ccc2nccc(-n3cc4c(n3)CCC(NCc3ccc5c(c3)NC(=O)CS5)C4)c2n1. (8) Given the product Nc1ccc(S(=O)(=O)c2cc(Br)nc(N3CCOCC3)c2)cc1, predict the reactants needed to synthesize it. The reactants are: C1COCCN1.Nc1ccc(S(=O)(=O)c2cc(Br)nc(Br)c2)cc1. (9) The reactants are: Fc1ccc(C2=CCNCC2)cc1Cl. Given the product Fc1ccc(C2CCNCC2)cc1Cl, predict the reactants needed to synthesize it. (10) Given the product CC(C)(C)OC(=O)Nc1cncc(Br)c1, predict the reactants needed to synthesize it. The reactants are: CC(C)(C)OC(=O)OC(=O)OC(C)(C)C.Nc1cncc(Br)c1.